Dataset: PAMPA (Parallel Artificial Membrane Permeability Assay) permeability data from NCATS. Task: Regression/Classification. Given a drug SMILES string, predict its absorption, distribution, metabolism, or excretion properties. Task type varies by dataset: regression for continuous measurements (e.g., permeability, clearance, half-life) or binary classification for categorical outcomes (e.g., BBB penetration, CYP inhibition). Dataset: pampa_ncats. (1) The molecule is CNC(=O)C1=CC=CC(=C1)C2=CN=C(C3=C2CCO3)NC4=CC=CC(=C4)C(F)(F)F. The result is 1 (high permeability). (2) The compound is C1CCN(CC1)C(=O)C2=CC=C(C=C2)NC3=C4C(=NC(=N3)NC5CCC(CC5)N)N(C=N4)C6=CC(=CC=C6)F. The result is 1 (high permeability). (3) The result is 0 (low-to-moderate permeability). The molecule is CCOC1=CC=C(C=C1)CN2C3=C(C=CC(=C3)C(=O)NC4CCC(CC4)C)SC5=CC=CC=C5C2=O. (4) The molecule is CC1=CC(=NC=C1)NC(=S)N2CCN(CC2)C3=CC(=C(C=C3)Cl)Cl. The result is 1 (high permeability). (5) The compound is CC1=CC=C(C=C1)S(=O)(=O)NC2=C(C=CN=C2)C(=O)NC3=NC(=CS3)C4=CC=C(C=C4)OC5=CC=CC=C5. The result is 1 (high permeability). (6) The molecule is CC1=CC(=CC=C1)CS(=O)(=O)C2=NC=C(C(=N2)C(=O)NC3=NC4=C(S3)C=C(C=C4)F)Cl. The result is 1 (high permeability). (7) The compound is C1=CC=C(C=C1)CNC2=CC=C(C=C2)S(=O)(=O)NC3=NC=CS3. The result is 1 (high permeability).